From a dataset of TCR-epitope binding with 47,182 pairs between 192 epitopes and 23,139 TCRs. Binary Classification. Given a T-cell receptor sequence (or CDR3 region) and an epitope sequence, predict whether binding occurs between them. The epitope is ELAGIGILTV. The TCR CDR3 sequence is CASSLLGSTYEQYF. Result: 0 (the TCR does not bind to the epitope).